From a dataset of Full USPTO retrosynthesis dataset with 1.9M reactions from patents (1976-2016). Predict the reactants needed to synthesize the given product. (1) Given the product [CH2:19]([C:21]1[CH:22]=[C:23]([NH:27][C:2]2[C:11]3[C:6](=[CH:7][CH:8]=[CH:9][CH:10]=3)[CH:5]=[C:4]([NH:12][C:13]3[CH:17]=[C:16]([CH3:18])[NH:15][N:14]=3)[N:3]=2)[CH:24]=[CH:25][CH:26]=1)[CH3:20], predict the reactants needed to synthesize it. The reactants are: Cl[C:2]1[C:11]2[C:6](=[CH:7][CH:8]=[CH:9][CH:10]=2)[CH:5]=[C:4]([NH:12][C:13]2[CH:17]=[C:16]([CH3:18])[NH:15][N:14]=2)[N:3]=1.[CH2:19]([C:21]1[CH:22]=[C:23]([NH2:27])[CH:24]=[CH:25][CH:26]=1)[CH3:20]. (2) Given the product [OH:19][C:18]1[CH:20]=[C:8]2[C:9]([C:10]([CH3:12])=[C:4]([CH2:1][CH2:2][CH3:3])[C:5](=[O:6])[O:7]2)=[CH:13][CH:17]=1, predict the reactants needed to synthesize it. The reactants are: [CH2:1]([CH:4]([C:10]([CH3:12])=O)[C:5]([O:7][CH2:8][CH3:9])=[O:6])[CH2:2][CH3:3].[CH:13](Cl)(Cl)Cl.[CH3:17][C:18]([CH3:20])=[O:19]. (3) Given the product [CH3:1][O:2][C:3]1[CH:32]=[C:31]([O:33][CH3:34])[CH:30]=[CH:29][C:4]=1[CH2:5][N:6]1[C:10]([C:11]2[C:19]3[C:14](=[N:15][CH:16]=[CH:17][CH:18]=3)[N:13]([CH2:20][C:21]3[CH:26]=[CH:25][CH:24]=[CH:23][C:22]=3[F:27])[N:12]=2)=[N:9][N:8]([CH2:36][CH:37]([CH3:39])[CH3:38])[C:7]1=[O:28], predict the reactants needed to synthesize it. The reactants are: [CH3:1][O:2][C:3]1[CH:32]=[C:31]([O:33][CH3:34])[CH:30]=[CH:29][C:4]=1[CH2:5][N:6]1[C:10]([C:11]2[C:19]3[C:14](=[N:15][CH:16]=[CH:17][CH:18]=3)[N:13]([CH2:20][C:21]3[CH:26]=[CH:25][CH:24]=[CH:23][C:22]=3[F:27])[N:12]=2)=[N:9][NH:8][C:7]1=[O:28].I[CH2:36][CH:37]([CH3:39])[CH3:38]. (4) Given the product [CH2:19]([O:18][CH2:2][C:3]1[N:7]=[C:6]([C:8]2[CH:9]=[N:10][CH:11]=[CH:12][C:13]=2[C:14]([F:17])([F:16])[F:15])[O:5][N:4]=1)[CH3:20], predict the reactants needed to synthesize it. The reactants are: I[CH2:2][C:3]1[N:7]=[C:6]([C:8]2[CH:9]=[N:10][CH:11]=[CH:12][C:13]=2[C:14]([F:17])([F:16])[F:15])[O:5][N:4]=1.[O-:18][CH2:19][CH3:20].[Na+]. (5) Given the product [ClH:35].[O:1]1[C:6]2[CH:7]=[CH:8][C:9]([CH2:11][N:12]3[CH2:13][CH2:14][CH:15]([NH:18][CH2:19][CH2:20][N:21]4[C:30]5[C:25](=[CH:26][CH:27]=[C:28]([O:31][CH3:32])[CH:29]=5)[C:24]([CH3:33])=[CH:23][C:22]4=[O:34])[CH2:16][CH2:17]3)=[CH:10][C:5]=2[O:4][CH2:3][CH2:2]1, predict the reactants needed to synthesize it. The reactants are: [O:1]1[C:6]2[CH:7]=[CH:8][C:9]([CH2:11][N:12]3[CH2:17][CH2:16][CH:15]([NH:18][CH2:19][CH2:20][N:21]4[C:30]5[C:25](=[CH:26][CH:27]=[C:28]([O:31][CH3:32])[CH:29]=5)[C:24]([CH3:33])=[CH:23][C:22]4=[O:34])[CH2:14][CH2:13]3)=[CH:10][C:5]=2[O:4][CH2:3][CH2:2]1.[ClH:35].C(OCC)(=O)C. (6) Given the product [NH2:21][C:22]1[CH:30]=[CH:29][C:25]([C:26]([N:17]2[CH2:16][CH2:15][N:14]([CH2:13][C:9]3[CH:8]=[C:7]([CH:12]=[CH:11][CH:10]=3)[C:6]([NH:5][C@@H:1]([CH2:3][CH3:4])[CH3:2])=[O:20])[CH2:19][CH2:18]2)=[O:27])=[CH:24][C:23]=1[F:31], predict the reactants needed to synthesize it. The reactants are: [C@H:1]([NH:5][C:6](=[O:20])[C:7]1[CH:12]=[CH:11][CH:10]=[C:9]([CH2:13][N:14]2[CH2:19][CH2:18][NH:17][CH2:16][CH2:15]2)[CH:8]=1)([CH2:3][CH3:4])[CH3:2].[NH2:21][C:22]1[CH:30]=[CH:29][C:25]([C:26](O)=[O:27])=[CH:24][C:23]=1[F:31].C(N(CC)CC)C.CCCP1(OP(CCC)(=O)OP(CCC)(=O)O1)=O. (7) Given the product [CH2:1]([O:8][C:9]1[C:10]2[N:11]([C:17]([C:21]([O:23][CH2:24][CH3:25])=[O:22])=[C:18]([CH3:20])[N:19]=2)[CH:12]=[C:13]([CH2:15][OH:16])[CH:14]=1)[C:2]1[CH:3]=[CH:4][CH:5]=[CH:6][CH:7]=1, predict the reactants needed to synthesize it. The reactants are: [CH2:1]([O:8][C:9]1[C:10]2[N:11]([C:17]([C:21]([O:23][CH2:24][CH3:25])=[O:22])=[C:18]([CH3:20])[N:19]=2)[CH:12]=[C:13]([CH:15]=[O:16])[CH:14]=1)[C:2]1[CH:7]=[CH:6][CH:5]=[CH:4][CH:3]=1.C(O)C.[BH4-].[Na+].